This data is from Catalyst prediction with 721,799 reactions and 888 catalyst types from USPTO. The task is: Predict which catalyst facilitates the given reaction. (1) The catalyst class is: 18. Reactant: [N+:1]([C:4]1[CH:5]=[C:6]([C:17]2[CH:22]=[CH:21][CH:20]=[CH:19][CH:18]=2)[C:7]([OH:16])=[C:8]([C:10]2[CH:15]=[CH:14][CH:13]=[CH:12][CH:11]=2)[CH:9]=1)([O-:3])=[O:2].C([O-])([O-])=O.[K+].[K+].Br[CH2:30][C:31]([O:33][CH3:34])=[O:32].CCOC(C)=O. Product: [CH3:34][O:33][C:31](=[O:32])[CH2:30][O:16][C:7]1[C:8]([C:10]2[CH:11]=[CH:12][CH:13]=[CH:14][CH:15]=2)=[CH:9][C:4]([N+:1]([O-:3])=[O:2])=[CH:5][C:6]=1[C:17]1[CH:18]=[CH:19][CH:20]=[CH:21][CH:22]=1. (2) Reactant: C([O-])([O-])=O.[K+].[K+].[CH2:7](Br)[C:8]1[CH:13]=[CH:12][CH:11]=[CH:10][CH:9]=1.[CH:15]1[C:27]2[NH:26][C:25]3[C:20](=[CH:21][CH:22]=[CH:23][CH:24]=3)[C:19]=2[CH:18]=[CH:17][C:16]=1[OH:28].O. The catalyst class is: 3. Product: [CH2:7]([O:28][C:16]1[CH:17]=[CH:18][C:19]2[C:20]3[C:25](=[CH:24][CH:23]=[CH:22][CH:21]=3)[NH:26][C:27]=2[CH:15]=1)[C:8]1[CH:13]=[CH:12][CH:11]=[CH:10][CH:9]=1. (3) Reactant: CS(Cl)(=O)=O.[C:6]1([CH2:12][O:13][C:14]([C:16]2([NH:22][C:23]([C:25]3[CH:30]=[CH:29][C:28]([CH2:31]O)=[CH:27][CH:26]=3)=[O:24])[CH2:21][CH2:20][CH2:19][CH2:18][CH2:17]2)=[O:15])[CH:11]=[CH:10][CH:9]=[CH:8][CH:7]=1.C(N(CC)CC)C.[NH:40]1[CH2:45][CH2:44][O:43][CH2:42][CH2:41]1. Product: [C:6]1([CH2:12][O:13][C:14]([C:16]2([NH:22][C:23]([C:25]3[CH:26]=[CH:27][C:28]([CH2:31][N:40]4[CH2:45][CH2:44][O:43][CH2:42][CH2:41]4)=[CH:29][CH:30]=3)=[O:24])[CH2:17][CH2:18][CH2:19][CH2:20][CH2:21]2)=[O:15])[CH:7]=[CH:8][CH:9]=[CH:10][CH:11]=1. The catalyst class is: 2. (4) Product: [N+:11]([C:14]1[CH:15]=[C:16]([NH:17][S:7]([C:1]2[CH:6]=[CH:5][CH:4]=[CH:3][CH:2]=2)(=[O:9])=[O:8])[CH:18]=[CH:19][CH:20]=1)([O-:13])=[O:12]. Reactant: [C:1]1([S:7](Cl)(=[O:9])=[O:8])[CH:6]=[CH:5][CH:4]=[CH:3][CH:2]=1.[N+:11]([C:14]1[CH:15]=[C:16]([CH:18]=[CH:19][CH:20]=1)[NH2:17])([O-:13])=[O:12].Cl. The catalyst class is: 17. (5) Reactant: C([N-]C(C)C)(C)C.[Li+].[F:9][C:10]1[CH:15]=[CH:14][CH:13]=[CH:12][N:11]=1.Cl[C:17]([O:19][CH3:20])=[O:18].O. Product: [F:9][C:10]1[C:15]([C:17]([O:19][CH3:20])=[O:18])=[CH:14][CH:13]=[CH:12][N:11]=1. The catalyst class is: 7. (6) Reactant: C([O:8][C:9]1[N:17]=[C:16]([C:18]2[CH:19]=[C:20]3[C:24](=[CH:25][CH:26]=2)[N:23]([CH3:27])[CH:22]=[C:21]3[C:28]#[N:29])[C:15]([CH2:30][CH3:31])=[C:14]([O:32]CC2C=CC=CC=2)[C:10]=1[C:11]([OH:13])=[O:12])C1C=CC=CC=1. Product: [C:28]([C:21]1[C:20]2[C:24](=[CH:25][CH:26]=[C:18]([C:16]3[NH:17][C:9](=[O:8])[C:10]([C:11]([OH:13])=[O:12])=[C:14]([OH:32])[C:15]=3[CH2:30][CH3:31])[CH:19]=2)[N:23]([CH3:27])[CH:22]=1)#[N:29]. The catalyst class is: 99.